From a dataset of Full USPTO retrosynthesis dataset with 1.9M reactions from patents (1976-2016). Predict the reactants needed to synthesize the given product. (1) Given the product [Si:1]([O:18][CH2:19][C:20]1[N:25]=[C:24]([CH2:36][C:37]([CH3:42])([CH3:41])[CH3:38])[C:23]([C:27]2[CH:32]=[C:31]([O:33][CH3:34])[CH:30]=[CH:29][C:28]=2[F:35])=[CH:22][CH:21]=1)([C:14]([CH3:17])([CH3:16])[CH3:15])([C:8]1[CH:13]=[CH:12][CH:11]=[CH:10][CH:9]=1)[C:2]1[CH:7]=[CH:6][CH:5]=[CH:4][CH:3]=1, predict the reactants needed to synthesize it. The reactants are: [Si:1]([O:18][CH2:19][C:20]1[N:25]=[C:24](Cl)[C:23]([C:27]2[CH:32]=[C:31]([O:33][CH3:34])[CH:30]=[CH:29][C:28]=2[F:35])=[CH:22][CH:21]=1)([C:14]([CH3:17])([CH3:16])[CH3:15])([C:8]1[CH:13]=[CH:12][CH:11]=[CH:10][CH:9]=1)[C:2]1[CH:7]=[CH:6][CH:5]=[CH:4][CH:3]=1.[CH3:36][C:37]([CH3:42])([CH3:41])[CH2:38][Mg]Cl.Cl. (2) Given the product [C:38]([O:37][C:35](=[O:36])[C@@H:31]([NH:30][C:29]([C@@H:6]1[CH2:7][C@@H:8]([O:10][C:11]2[C:20]3[C:15](=[CH:16][C:17]([O:21][CH3:22])=[CH:18][CH:19]=3)[N:14]=[C:13]([C:23]3[CH:24]=[CH:25][CH:26]=[CH:27][CH:28]=3)[CH:12]=2)[CH2:9][C@H:5]1[C:3](=[O:4])[NH:52][C@H:53]([C:58](=[O:71])[NH:59][C@@H:60]([CH:65]1[CH2:66][CH2:67][CH2:68][CH2:69][CH2:70]1)[C:61](=[O:64])[NH:62][CH3:63])[C:54]([CH3:56])([CH3:57])[CH3:55])=[O:42])[CH2:32][CH2:33][CH3:34])([CH3:40])([CH3:41])[CH3:39], predict the reactants needed to synthesize it. The reactants are: CO[C:3]([C@@H:5]1[CH2:9][C@H:8]([O:10][C:11]2[C:20]3[C:15](=[CH:16][C:17]([O:21][CH3:22])=[CH:18][CH:19]=3)[N:14]=[C:13]([C:23]3[CH:28]=[CH:27][CH:26]=[CH:25][CH:24]=3)[CH:12]=2)[CH2:7][C@H:6]1[C:29](=[O:42])[NH:30][C@H:31]([C:35]([O:37][C:38]([CH3:41])([CH3:40])[CH3:39])=[O:36])[CH2:32][CH2:33][CH3:34])=[O:4].[Li+].[OH-].Cl.C(OC(=O)[NH:52][C@H:53]([C:58](=[O:71])[NH:59][C@@H:60]([CH:65]1[CH2:70][CH2:69][CH2:68][CH2:67][CH2:66]1)[C:61](=[O:64])[NH:62][CH3:63])[C:54]([CH3:57])([CH3:56])[CH3:55])(C)(C)C.CN(C(ON1N=NC2C=CC=NC1=2)=[N+](C)C)C.F[P-](F)(F)(F)(F)F.C(OC([C@@H]1C[C@@H](O)C[C@H]1C(=O)N[C@]1(C(OCC)=O)C[C@H]1C=C)=O)(C)(C)C. (3) Given the product [F:4][C:2]([C:5]1[N:9]([CH2:10][CH:11]2[CH2:12][CH2:13][O:14][CH2:15][CH2:16]2)[C:8]2[CH:17]=[CH:18][C:19]([NH:21][CH3:22])=[CH:20][C:7]=2[N:6]=1)([F:1])[CH3:3], predict the reactants needed to synthesize it. The reactants are: [F:1][C:2]([C:5]1[N:9]([CH2:10][CH:11]2[CH2:16][CH2:15][O:14][CH2:13][CH2:12]2)[C:8]2[CH:17]=[CH:18][C:19]([N:21](C)[C:22](=O)C)=[CH:20][C:7]=2[N:6]=1)([F:4])[CH3:3].[OH-].[Na+]. (4) Given the product [Br:28][CH2:29][C@H:30]([C:32]1[CH:33]=[N:34][CH:35]=[CH:36][CH:37]=1)[OH:31], predict the reactants needed to synthesize it. The reactants are: B1(C)OC(C2C=CC=CC=2)(C2C=CC=CC=2)[C@H]2N1CCC2.B.CSSC.Cl.[Br:28][CH2:29][C:30]([C:32]1[CH:33]=[N:34][CH:35]=[CH:36][CH:37]=1)=[O:31]. (5) The reactants are: [CH3:1][O:2][CH:3]1[C:7]([C:8]2[CH:13]=[CH:12][CH:11]=[CH:10][CH:9]=2)=[CH:6][CH:5]([O:14][CH3:15])[O:4]1. Given the product [CH3:1][O:2][CH:3]1[CH:7]([C:8]2[CH:13]=[CH:12][CH:11]=[CH:10][CH:9]=2)[CH2:6][CH:5]([O:14][CH3:15])[O:4]1, predict the reactants needed to synthesize it. (6) Given the product [Cl:43][C:39]1[CH:38]=[C:37]([C@@H:28]2[C@@H:29]([C:30]3[CH:31]=[CH:32][C:33]([Cl:36])=[CH:34][CH:35]=3)[N:24]([C@@H:20]([CH:21]3[CH2:22][CH2:23]3)[CH2:19][OH:18])[C:25](=[O:44])[CH2:26][O:27]2)[CH:42]=[CH:41][CH:40]=1, predict the reactants needed to synthesize it. The reactants are: C[Si]([N-][Si](C)(C)C)(C)C.[Li+].[Si]([O:18][CH2:19][C@@H:20]([N:24]1[C@H:29]([C:30]2[CH:35]=[CH:34][C:33]([Cl:36])=[CH:32][CH:31]=2)[C@@H:28]([C:37]2[CH:42]=[CH:41][CH:40]=[C:39]([Cl:43])[CH:38]=2)[O:27][CH2:26][C:25]1=[O:44])[CH:21]1[CH2:23][CH2:22]1)(C(C)(C)C)(C)C.CI. (7) Given the product [Br:1][C:2]1[CH:3]=[C:4]([CH:5]=[C:12]2[C:13](=[O:19])[CH:14]3[CH2:17][CH2:18][N:11]2[CH2:16][CH2:15]3)[CH:7]=[CH:8][CH:9]=1, predict the reactants needed to synthesize it. The reactants are: [Br:1][C:2]1[CH:3]=[C:4]([CH:7]=[CH:8][CH:9]=1)[CH:5]=O.Cl.[N:11]12[CH2:18][CH2:17][CH:14]([CH2:15][CH2:16]1)[C:13](=[O:19])[CH2:12]2.[OH-].[K+].